Dataset: Full USPTO retrosynthesis dataset with 1.9M reactions from patents (1976-2016). Task: Predict the reactants needed to synthesize the given product. (1) Given the product [C:1]1([CH:7]([C:14]2[CH:19]=[CH:18][C:17]([C:20]([F:23])([F:22])[F:21])=[CH:16][CH:15]=2)[N:8]2[CH2:9][CH2:10][N:11]([C:25]3[CH:26]=[CH:27][C:28]4[N:29]([C:31]([C:34]([F:35])([F:37])[F:36])=[N:32][N:33]=4)[N:30]=3)[CH2:12][CH2:13]2)[CH:6]=[CH:5][CH:4]=[CH:3][CH:2]=1, predict the reactants needed to synthesize it. The reactants are: [C:1]1([CH:7]([C:14]2[CH:19]=[CH:18][C:17]([C:20]([F:23])([F:22])[F:21])=[CH:16][CH:15]=2)[N:8]2[CH2:13][CH2:12][NH:11][CH2:10][CH2:9]2)[CH:6]=[CH:5][CH:4]=[CH:3][CH:2]=1.Cl[C:25]1[CH:26]=[CH:27][C:28]2[N:29]([C:31]([C:34]([F:37])([F:36])[F:35])=[N:32][N:33]=2)[N:30]=1. (2) Given the product [CH2:1]([O:3][C:4](=[O:40])[CH2:5][CH2:6][CH2:7][O:8][C:9]1[CH:14]=[CH:13][CH:12]=[C:11]([CH2:15][CH2:16][CH2:17][CH2:18][CH2:19][CH2:20][O:21][C:22]2[CH:23]=[C:24]([C:45]3[CH:46]=[CH:47][N:48]=[C:43]([S:42][CH3:41])[N:44]=3)[CH:25]=[C:26]([S:28]([CH3:31])(=[O:30])=[O:29])[CH:27]=2)[C:10]=1[CH2:33][CH2:34][C:35]([O:37][CH2:38][CH3:39])=[O:36])[CH3:2], predict the reactants needed to synthesize it. The reactants are: [CH2:1]([O:3][C:4](=[O:40])[CH2:5][CH2:6][CH2:7][O:8][C:9]1[CH:14]=[CH:13][CH:12]=[C:11]([CH2:15][CH2:16][CH2:17][CH2:18][CH2:19][CH2:20][O:21][C:22]2[CH:27]=[C:26]([S:28]([CH3:31])(=[O:30])=[O:29])[CH:25]=[C:24](I)[CH:23]=2)[C:10]=1[CH2:33][CH2:34][C:35]([O:37][CH2:38][CH3:39])=[O:36])[CH3:2].[CH3:41][S:42][C:43]1[N:48]=[C:47]([Sn](C)(C)C)[CH:46]=[CH:45][N:44]=1.